The task is: Predict the reaction yield, written as a fraction of the theoretical maximum amount of product (1.0 means a 100% yield; for example, 0.34 means a 34% yield).. This data is from Reaction yield outcomes from USPTO patents with 853,638 reactions. (1) The reactants are [C:1]1(=[O:8])[O:6][C:4]([CH3:5])=[C:3]([CH3:7])[O:2]1.[Br:9]N1C(=O)CCC1=O. The catalyst is C(Cl)(Cl)(Cl)Cl.N(C(C)(C)C#N)=NC(C)(C)C#N. The product is [C:1]1(=[O:8])[O:6][C:4]([CH3:5])=[C:3]([CH2:7][Br:9])[O:2]1. The yield is 0.480. (2) The reactants are [N+:1]([O-:4])(O)=[O:2].[NH:5]1[C:13]2[C:8](=[N:9][CH:10]=[CH:11][CH:12]=2)[CH:7]=[CH:6]1.[OH-].[Na+]. The catalyst is S(=O)(=O)(O)O. The product is [N+:1]([C:7]1[C:8]2=[N:9][CH:10]=[CH:11][CH:12]=[C:13]2[NH:5][CH:6]=1)([O-:4])=[O:2]. The yield is 0.890. (3) The reactants are [CH:1]1([C:4]2[C:5]([C:10]3[CH:15]=[CH:14][C:13]([CH2:16][C:17]([OH:19])=O)=[CH:12][CH:11]=3)=[N:6][CH:7]=[CH:8][N:9]=2)[CH2:3][CH2:2]1.[Cl-].[Cl-].[NH3+:22][C@@H:23]([C:25]1[CH:30]=[CH:29][C:28]([O:31][CH2:32][C:33]([F:36])([F:35])[F:34])=[CH:27][NH+:26]=1)[CH3:24].C1C=NC2N(O)N=NC=2C=1.C(Cl)CCl.CCN(C(C)C)C(C)C. The catalyst is CN(C=O)C. The product is [CH:1]1([C:4]2[C:5]([C:10]3[CH:11]=[CH:12][C:13]([CH2:16][C:17]([NH:22][C@@H:23]([C:25]4[CH:30]=[CH:29][C:28]([O:31][CH2:32][C:33]([F:36])([F:34])[F:35])=[CH:27][N:26]=4)[CH3:24])=[O:19])=[CH:14][CH:15]=3)=[N:6][CH:7]=[CH:8][N:9]=2)[CH2:2][CH2:3]1. The yield is 0.738. (4) The reactants are [NH2:1][C:2]1[CH:7]=[CH:6][C:5]([NH:8][S:9]([CH3:12])(=[O:11])=[O:10])=[CH:4][C:3]=1[S:13]([NH2:16])(=[O:15])=[O:14].Cl[C:18](=[O:24])[CH2:19][C:20]([O:22][CH3:23])=[O:21]. The catalyst is O1CCCC1. The product is [CH3:23][O:22][C:20](=[O:21])[CH2:19][C:18]([NH:1][C:2]1[CH:7]=[CH:6][C:5]([NH:8][S:9]([CH3:12])(=[O:10])=[O:11])=[CH:4][C:3]=1[S:13](=[O:14])(=[O:15])[NH2:16])=[O:24]. The yield is 0.720. (5) The reactants are [F:1][C:2]1[CH:7]=[C:6]([CH3:8])[C:5]([C:9]2[C:20](=[O:21])[N:19]([CH3:22])[C:12]3[N:13]=[C:14](SC)[N:15]=[CH:16][C:11]=3[CH:10]=2)=[CH:4][C:3]=1[NH:23][C:24]([NH:26][C:27]1[CH:32]=[CH:31][CH:30]=[C:29]([C:33]([F:36])([F:35])[F:34])[CH:28]=1)=[O:25].[CH3:37][NH2:38].C1COCC1. No catalyst specified. The product is [F:1][C:2]1[CH:7]=[C:6]([CH3:8])[C:5]([C:9]2[C:20](=[O:21])[N:19]([CH3:22])[C:12]3[N:13]=[C:14]([NH:38][CH3:37])[N:15]=[CH:16][C:11]=3[CH:10]=2)=[CH:4][C:3]=1[NH:23][C:24]([NH:26][C:27]1[CH:32]=[CH:31][CH:30]=[C:29]([C:33]([F:36])([F:35])[F:34])[CH:28]=1)=[O:25]. The yield is 0.310.